Dataset: Forward reaction prediction with 1.9M reactions from USPTO patents (1976-2016). Task: Predict the product of the given reaction. (1) Given the reactants Cl.[CH3:2][O:3][C:4]1[CH:9]=[CH:8][CH:7]=[CH:6][C:5]=1[NH:10][NH2:11].[C:12]([CH2:15][C:16](=O)[CH3:17])(=O)[CH3:13].O.C(=O)([O-])[O-].[Na+].[Na+], predict the reaction product. The product is: [CH3:2][O:3][C:4]1[CH:9]=[CH:8][CH:7]=[CH:6][C:5]=1[N:10]1[C:16]([CH3:17])=[CH:15][C:12]([CH3:13])=[N:11]1. (2) Given the reactants O=O.[CH2:3]([OH:7])[CH2:4][CH2:5][CH3:6], predict the reaction product. The product is: [C:3]([O:7][CH2:3][CH2:4][CH2:5][CH3:6])(=[O:7])[CH2:4][CH2:5][CH3:6].